This data is from Catalyst prediction with 721,799 reactions and 888 catalyst types from USPTO. The task is: Predict which catalyst facilitates the given reaction. (1) Reactant: [CH2:1]([O:3][C:4](=[O:31])[C:5]1[CH:10]=[CH:9][C:8]([O:11][C:12]2[CH:17]=[CH:16][C:15]([B:18]3[O:22][C:21]([CH3:24])([CH3:23])[C:20]([CH3:26])([CH3:25])[O:19]3)=[C:14]([CH:27]=[O:28])[CH:13]=2)=[CH:7][C:6]=1[O:29][CH3:30])[CH3:2].[BH4-].[Na+]. Product: [CH2:1]([O:3][C:4](=[O:31])[C:5]1[CH:10]=[CH:9][C:8]([O:11][C:12]2[CH:17]=[CH:16][C:15]([B:18]3[O:22][C:21]([CH3:23])([CH3:24])[C:20]([CH3:26])([CH3:25])[O:19]3)=[C:14]([CH2:27][OH:28])[CH:13]=2)=[CH:7][C:6]=1[O:29][CH3:30])[CH3:2]. The catalyst class is: 5. (2) Reactant: [Cl:1][C:2]1[CH:7]=[CH:6][C:5]([S:8]([CH2:11][C:12]2[CH:17]=[C:16]([F:18])[CH:15]=[CH:14][C:13]=2[F:19])(=[O:10])=[O:9])=[CH:4][CH:3]=1.[CH3:20]N(CN(C)C)C.C(OC(=O)C)(=O)C.O. Product: [Cl:1][C:2]1[CH:3]=[CH:4][C:5]([S:8]([CH:11]=[CH:12][C:13]2([F:19])[CH:14]=[CH:15][C:16]([F:18])=[CH:17][CH2:20]2)(=[O:9])=[O:10])=[CH:6][CH:7]=1. The catalyst class is: 9. (3) Reactant: [I:1][C:2]1[C:10]2[C:5](=[CH:6][CH:7]=[C:8]([NH2:11])[CH:9]=2)[NH:4][N:3]=1.[N:12]1([CH:17]([C:21]2[CH:25]=[CH:24][S:23][CH:22]=2)[C:18](O)=[O:19])[CH2:16][CH2:15][CH2:14][CH2:13]1.O. Product: [I:1][C:2]1[C:10]2[C:5](=[CH:6][CH:7]=[C:8]([NH:11][C:18](=[O:19])[CH:17]([N:12]3[CH2:16][CH2:15][CH2:14][CH2:13]3)[C:21]3[CH:25]=[CH:24][S:23][CH:22]=3)[CH:9]=2)[NH:4][N:3]=1. The catalyst class is: 3.